From a dataset of Catalyst prediction with 721,799 reactions and 888 catalyst types from USPTO. Predict which catalyst facilitates the given reaction. (1) Reactant: Cl[CH2:2][N:3]1[C:11]2[C:6](=[CH:7][CH:8]=[CH:9][CH:10]=2)[C:5]([S:12][C:13]([Cl:16])([Cl:15])[F:14])=[CH:4]1.[F:17][C:18]([F:27])([F:26])[CH2:19][CH2:20][CH:21]([C:24]#[N:25])[C:22]#[N:23].C(=O)([O-])[O-].[K+].[K+].O. Product: [Cl:15][C:13]([Cl:16])([F:14])[S:12][C:5]1[C:6]2[C:11](=[CH:10][CH:9]=[CH:8][CH:7]=2)[N:3]([CH2:2][C:21]([CH2:20][CH2:19][C:18]([F:17])([F:26])[F:27])([C:22]#[N:23])[C:24]#[N:25])[CH:4]=1. The catalyst class is: 9. (2) Reactant: [CH:1]1([CH2:7][N:8]2[CH2:12][CH2:11][CH2:10][C@H:9]2[CH2:13][NH2:14])[CH2:6][CH2:5][CH2:4][CH2:3][CH2:2]1.[N:15]1[C:24]2[C:19](=[CH:20][CH:21]=[CH:22][CH:23]=2)[CH:18]=[C:17]([CH:25]=O)[CH:16]=1.[Na]. Product: [CH:1]1([CH2:7][N:8]2[CH2:12][CH2:11][CH2:10][C@H:9]2[CH2:13][NH:14][CH2:25][C:17]2[CH:16]=[N:15][C:24]3[C:19]([CH:18]=2)=[CH:20][CH:21]=[CH:22][CH:23]=3)[CH2:2][CH2:3][CH2:4][CH2:5][CH2:6]1. The catalyst class is: 4. (3) Reactant: [N:1]1[C:5]2[CH:6]=[CH:7][CH:8]=[CH:9][C:4]=2[NH:3][CH:2]=1.[H-].[Na+].[CH:12]([N:15]([CH:19]([CH3:21])C)[C:16](Cl)=[O:17])([CH3:14])C.[Li]CCCC.Cl[P:28]([CH:35]1[CH2:40][CH2:39][CH2:38][CH2:37][CH2:36]1)[CH:29]1[CH2:34][CH2:33][CH2:32][CH2:31][CH2:30]1. Product: [CH:35]1([P:28]([CH:29]2[CH2:30][CH2:31][CH2:32][CH2:33][CH2:34]2)[C:2]2[N:3]([C:16]([N:15]([CH2:12][CH3:14])[CH2:19][CH3:21])=[O:17])[C:4]3[CH:9]=[CH:8][CH:7]=[CH:6][C:5]=3[N:1]=2)[CH2:36][CH2:37][CH2:38][CH2:39][CH2:40]1. The catalyst class is: 36.